This data is from hERG Central: cardiac toxicity at 1µM, 10µM, and general inhibition. The task is: Predict hERG channel inhibition at various concentrations. (1) The molecule is CC(NC(=O)c1ccco1)C12CC3CC(CC(C3)C1)C2. Results: hERG_inhib (hERG inhibition (general)): blocker. (2) The compound is O=c1[nH]c(=O)n(Cc2ccco2)c(O)c1C=NC1CCN(Cc2ccccc2)CC1. Results: hERG_inhib (hERG inhibition (general)): blocker. (3) The molecule is COc1ccc(C(CCN2CCCC(C)C2)c2c(OC)cc(OC)c3c(C)cc(=O)oc23)cc1. Results: hERG_inhib (hERG inhibition (general)): blocker. (4) The molecule is CCOc1ccc(CN2CCN(C/C=C/c3ccc(OC)cc3)CC2CCO)cc1. Results: hERG_inhib (hERG inhibition (general)): blocker.